Dataset: Catalyst prediction with 721,799 reactions and 888 catalyst types from USPTO. Task: Predict which catalyst facilitates the given reaction. (1) Reactant: [CH:1]1([C@@H:7]([NH:9][C:10]([C:12]2[C:21]3[C:16](=[CH:17][CH:18]=[CH:19][CH:20]=3)[N:15]=[C:14]([C:22]3[CH:27]=[CH:26][CH:25]=[CH:24][CH:23]=3)[C:13]=2[CH2:28][N:29]2[CH2:34][CH2:33][NH:32][CH2:31][CH2:30]2)=[O:11])[CH3:8])[CH2:6][CH2:5][CH2:4][CH2:3][CH2:2]1.[CH3:35][N:36]=[C:37]=[S:38]. Product: [CH:1]1([C@@H:7]([NH:9][C:10]([C:12]2[C:21]3[C:16](=[CH:17][CH:18]=[CH:19][CH:20]=3)[N:15]=[C:14]([C:22]3[CH:23]=[CH:24][CH:25]=[CH:26][CH:27]=3)[C:13]=2[CH2:28][N:29]2[CH2:34][CH2:33][N:32]([C:37](=[S:38])[NH:36][CH3:35])[CH2:31][CH2:30]2)=[O:11])[CH3:8])[CH2:6][CH2:5][CH2:4][CH2:3][CH2:2]1. The catalyst class is: 2. (2) Reactant: N#N.[Li]CCCC.Br[C:9]1[S:10][C:11]([C:14]([CH3:22])([CH3:21])[O:15][SiH2:16][C:17]([CH3:20])([CH3:19])[CH3:18])=[CH:12][N:13]=1.CN(C)[C:25](=[O:27])[CH3:26].[NH4+].[Cl-]. Product: [C:17]([SiH2:16][O:15][C:14]([CH3:22])([CH3:21])[C:11]1[S:10][C:9]([C:25](=[O:27])[CH3:26])=[N:13][CH:12]=1)([CH3:20])([CH3:19])[CH3:18]. The catalyst class is: 28. (3) Reactant: [CH:1]1([C:7]2[CH:8]=[N:9][N:10]([CH2:12][CH2:13][C@@:14]([CH3:29])([S:25]([CH3:28])(=[O:27])=[O:26])[C:15]([NH:17][O:18]C3CCCCO3)=[O:16])[CH:11]=2)[CH2:6][CH2:5][CH2:4][CH2:3][CH2:2]1.CC1C=CC(S([O-])(=O)=O)=CC=1.C1C=C[NH+]=CC=1. Product: [CH:1]1([C:7]2[CH:8]=[N:9][N:10]([CH2:12][CH2:13][C@@:14]([CH3:29])([S:25]([CH3:28])(=[O:26])=[O:27])[C:15]([NH:17][OH:18])=[O:16])[CH:11]=2)[CH2:6][CH2:5][CH2:4][CH2:3][CH2:2]1. The catalyst class is: 14.